From a dataset of Full USPTO retrosynthesis dataset with 1.9M reactions from patents (1976-2016). Predict the reactants needed to synthesize the given product. (1) Given the product [CH3:24][O:25][C:26]1[CH:31]=[CH:30][CH:29]=[C:28]([O:32][CH3:33])[C:27]=1[C:2]1[C:7]2[O:8][C@@H:9]([CH2:12][O:13][S:14]([C:17]3[CH:22]=[CH:21][C:20]([CH3:23])=[CH:19][CH:18]=3)(=[O:15])=[O:16])[CH2:10][O:11][C:6]=2[CH:5]=[CH:4][CH:3]=1, predict the reactants needed to synthesize it. The reactants are: Br[C:2]1[C:7]2[O:8][C@@H:9]([CH2:12][O:13][S:14]([C:17]3[CH:22]=[CH:21][C:20]([CH3:23])=[CH:19][CH:18]=3)(=[O:16])=[O:15])[CH2:10][O:11][C:6]=2[CH:5]=[CH:4][CH:3]=1.[CH3:24][O:25][C:26]1[CH:31]=[CH:30][CH:29]=[C:28]([O:32][CH3:33])[C:27]=1B(O)O. (2) Given the product [C:13]([N:8]1[C:9]2[C@@H:2]3[CH2:1][C@@H:3]3[CH2:4][C:5]=2[C:6]([C:10]([OH:12])=[O:11])=[N:7]1)([CH3:16])([CH3:15])[CH3:14], predict the reactants needed to synthesize it. The reactants are: [CH2:1]1[C@@H:3]2[CH2:4][C:5]3[C:6]([C:10]([OH:12])=[O:11])=[N:7][NH:8][C:9]=3[C@H:2]12.[C:13](O)([CH3:16])([CH3:15])[CH3:14].C(O)(C(F)(F)F)=O. (3) Given the product [ClH:13].[ClH:13].[NH:1]([C:2]1[CH:3]=[N:4][CH:5]=[CH:6][CH:7]=1)[NH2:8], predict the reactants needed to synthesize it. The reactants are: [NH2:1][C:2]1[CH:3]=[N:4][CH:5]=[CH:6][CH:7]=1.[N:8]([O-])=O.[Na+].[Sn](Cl)[Cl:13]. (4) Given the product [Br:3][C:2]1[N:20]=[C:19]2[O:5][CH2:4][O:7][C:18]2=[CH:17][CH:16]=1, predict the reactants needed to synthesize it. The reactants are: Br[CH2:2][Br:3].[C:4](=[O:7])([O-])[O-:5].[Cs+].[Cs+].CN(C=O)C.Br[C:16]1[CH:17]=[C:18](O)[C:19](O)=[N:20]C=1. (5) Given the product [O:1]1[CH2:2][CH2:3][CH:4]([S:7][C:10]2[CH:17]=[CH:16][C:13]([C:14]#[N:15])=[CH:12][CH:11]=2)[CH2:5][CH2:6]1, predict the reactants needed to synthesize it. The reactants are: [O:1]1[CH2:6][CH2:5][CH:4]([S:7]([C:10]2[CH:17]=[CH:16][C:13]([C:14]#[N:15])=[CH:12][CH:11]=2)(=O)=O)[CH2:3][CH2:2]1.[OH-].[NH4+].[H][H].